Dataset: Reaction yield outcomes from USPTO patents with 853,638 reactions. Task: Predict the reaction yield, written as a fraction of the theoretical maximum amount of product (1.0 means a 100% yield; for example, 0.34 means a 34% yield). The catalyst is Cl[Pd](Cl)([P](C1C=CC=CC=1)(C1C=CC=CC=1)C1C=CC=CC=1)[P](C1C=CC=CC=1)(C1C=CC=CC=1)C1C=CC=CC=1.C(#N)C. The product is [NH2:33][CH:32]([CH2:31][C:30]1[CH:37]=[CH:38][C:27]([C:2]2[CH:3]=[N:4][CH:5]=[C:6]([NH:8][CH2:9][C:10]3[CH:15]=[CH:14][C:13]([O:16][CH3:17])=[C:12]([O:18][CH:19]4[CH2:23][CH2:22][CH2:21][CH2:20]4)[CH:11]=3)[N:7]=2)=[CH:28][CH:29]=1)[C:34]([OH:36])=[O:35]. The reactants are Cl[C:2]1[N:7]=[C:6]([NH:8][CH2:9][C:10]2[CH:15]=[CH:14][C:13]([O:16][CH3:17])=[C:12]([O:18][CH:19]3[CH2:23][CH2:22][CH2:21][CH2:20]3)[CH:11]=2)[CH:5]=[N:4][CH:3]=1.B([C:27]1[CH:38]=[CH:37][C:30]([CH2:31][C@@H:32]([C:34]([OH:36])=[O:35])[NH2:33])=[CH:29][CH:28]=1)(O)O.C(=O)([O-])[O-].[Na+].[Na+]. The yield is 0.0600.